Dataset: Full USPTO retrosynthesis dataset with 1.9M reactions from patents (1976-2016). Task: Predict the reactants needed to synthesize the given product. Given the product [N:1]1[CH:6]=[CH:5][C:4]([O:7][CH:8]2[CH2:13][CH2:12][CH:11]([N:15]3[CH2:18][CH:17]([NH:19][C:20]([CH2:22][NH:23][C:24](=[O:35])[C:25]4[CH:30]=[CH:29][CH:28]=[C:27]([C:31]([F:34])([F:32])[F:33])[CH:26]=4)=[O:21])[CH2:16]3)[CH2:10][CH2:9]2)=[N:3][CH:2]=1, predict the reactants needed to synthesize it. The reactants are: [N:1]1[CH:6]=[CH:5][C:4]([O:7][CH:8]2[CH2:13][CH2:12][C:11](=O)[CH2:10][CH2:9]2)=[N:3][CH:2]=1.[NH:15]1[CH2:18][CH:17]([NH:19][C:20]([CH2:22][NH:23][C:24](=[O:35])[C:25]2[CH:30]=[CH:29][CH:28]=[C:27]([C:31]([F:34])([F:33])[F:32])[CH:26]=2)=[O:21])[CH2:16]1.